Dataset: Catalyst prediction with 721,799 reactions and 888 catalyst types from USPTO. Task: Predict which catalyst facilitates the given reaction. (1) Product: [Cl:1][C:2]1[CH:3]=[C:4]([C:5]([Cl:18])=[N:6][OH:7])[CH:8]=[C:9]([Cl:11])[CH:10]=1. Reactant: [Cl:1][C:2]1[CH:3]=[C:4]([CH:8]=[C:9]([Cl:11])[CH:10]=1)[CH:5]=[N:6][OH:7].OOS([O-])=O.[K+].[ClH:18]. The catalyst class is: 3. (2) Reactant: [CH3:1][S:2][C:3]1[CH:8]=[CH:7][C:6]([CH:9]([O:12][Si](C)(C)C)C#N)=[CH:5][CH:4]=1.C[Si](C)(C)[N-][Si](C)(C)C.[Li+].[N:27]1[CH:32]=[CH:31][CH:30]=[C:29]([CH:33]=[O:34])[CH:28]=1. Product: [OH:34][CH:33]([C:29]1[CH:28]=[N:27][CH:32]=[CH:31][CH:30]=1)[C:9]([C:6]1[CH:7]=[CH:8][C:3]([S:2][CH3:1])=[CH:4][CH:5]=1)=[O:12]. The catalyst class is: 7. (3) Reactant: [C:1]([O:5][C:6](=[O:15])[NH:7][C:8]1[CH:13]=[CH:12][C:11]([NH2:14])=[CH:10][CH:9]=1)([CH3:4])([CH3:3])[CH3:2].Br[CH:17]1[CH2:21][CH2:20][O:19][C:18]1=[O:22].C([O-])([O-])=O.[K+].[K+]. Product: [NH2:14][C:11]1[CH:10]=[CH:9][C:8]([NH:7][CH:6]2[CH2:21][CH2:20][O:19][C:18]2=[O:22])=[CH:13][CH:12]=1.[O:22]=[C:18]1[CH:17]([NH:14][C:11]2[CH:10]=[CH:9][C:8]([NH:7][C:6](=[O:15])[O:5][C:1]([CH3:4])([CH3:2])[CH3:3])=[CH:13][CH:12]=2)[CH2:21][CH2:20][O:19]1. The catalyst class is: 23. (4) Reactant: [F-:1].C([N+](CCCC)(CCCC)CCCC)CCC.[C:19]([O:23][C:24]([N:26]1[CH2:33][CH2:32][C:29]2([O:31][CH2:30]2)[CH2:28][CH2:27]1)=[O:25])([CH3:22])([CH3:21])[CH3:20]. Product: [C:19]([O:23][C:24]([N:26]1[CH2:33][CH2:32][C:29]([CH2:30][F:1])([OH:31])[CH2:28][CH2:27]1)=[O:25])([CH3:22])([CH3:21])[CH3:20]. The catalyst class is: 7. (5) Reactant: CS([O:5][CH2:6][CH2:7][CH2:8][C:9]1[O:13][C:12]([N:14]2[CH:18]=[CH:17][N:16]=[C:15]2[CH3:19])=[N:11][C:10]=1[C:20]1[CH:25]=[CH:24][C:23]([Cl:26])=[CH:22][CH:21]=1)(=O)=O.O[C:28]1[CH:42]=[CH:41][C:31]([CH2:32][P:33](=[O:40])([O:37][CH2:38][CH3:39])[O:34][CH2:35][CH3:36])=[CH:30][CH:29]=1.C(=O)([O-])[O-].[K+].[K+].CN(C)C=O. Product: [Cl:26][C:23]1[CH:24]=[CH:25][C:20]([C:10]2[N:11]=[C:12]([N:14]3[CH:18]=[CH:17][N:16]=[C:15]3[CH3:19])[O:13][C:9]=2[CH2:8][CH2:7][CH2:6][O:5][C:28]2[CH:42]=[CH:41][C:31]([CH2:32][P:33](=[O:40])([O:34][CH2:35][CH3:36])[O:37][CH2:38][CH3:39])=[CH:30][CH:29]=2)=[CH:21][CH:22]=1. The catalyst class is: 6. (6) Reactant: Cl[C:2]1[CH:7]=[CH:6][N:5]=[C:4]([C:8]2[CH:13]=[CH:12][C:11]([O:14][C:15]([F:18])([F:17])[F:16])=[CH:10][CH:9]=2)[N:3]=1.[CH:19]([C:21]1[CH:26]=[CH:25][C:24](B(O)O)=[CH:23][CH:22]=1)=[O:20]. Product: [F:16][C:15]([F:18])([F:17])[O:14][C:11]1[CH:12]=[CH:13][C:8]([C:4]2[N:3]=[C:2]([C:24]3[CH:25]=[CH:26][C:21]([CH:19]=[O:20])=[CH:22][CH:23]=3)[CH:7]=[CH:6][N:5]=2)=[CH:9][CH:10]=1. The catalyst class is: 45. (7) Reactant: N#N.CCN=C=NCCCN(C)C.Cl.CCN(CC)CC.[CH3:22][O:23][C:24]1[CH:25]=[C:26]([CH2:34][C:35]([OH:37])=O)[CH:27]=[C:28]([O:32][CH3:33])[C:29]=1[O:30][CH3:31].[CH2:38]([O:40][C:41]([CH2:43][N:44]1[CH2:49][CH2:48][NH:47][CH2:46][CH2:45]1)=[O:42])[CH3:39]. Product: [CH2:38]([O:40][C:41](=[O:42])[CH2:43][N:44]1[CH2:49][CH2:48][N:47]([C:35](=[O:37])[CH2:34][C:26]2[CH:27]=[C:28]([O:32][CH3:33])[C:29]([O:30][CH3:31])=[C:24]([O:23][CH3:22])[CH:25]=2)[CH2:46][CH2:45]1)[CH3:39]. The catalyst class is: 64. (8) Reactant: [OH-].[Na+].CO.[C:5]1([C:11]2[CH:16]=[C:15]([C:17]([O:19]C)=[O:18])[CH:14]=[C:13]([C:21]3[NH:25][N:24]=[N:23][N:22]=3)[N:12]=2)[CH:10]=[CH:9][CH:8]=[CH:7][CH:6]=1.Cl. Product: [C:5]1([C:11]2[CH:16]=[C:15]([C:17]([OH:19])=[O:18])[CH:14]=[C:13]([C:21]3[NH:25][N:24]=[N:23][N:22]=3)[N:12]=2)[CH:6]=[CH:7][CH:8]=[CH:9][CH:10]=1. The catalyst class is: 6. (9) Reactant: [H-].[Al+3].[Li+].[H-].[H-].[H-].[CH2:7]([NH:14][C:15]([CH:17]1[CH2:22][CH:21]([OH:23])[CH:20]=[CH:19][CH2:18]1)=O)[C:8]1[CH:13]=[CH:12][CH:11]=[CH:10][CH:9]=1. Product: [CH2:7]([NH:14][CH2:15][CH:17]1[CH2:22][CH:21]([OH:23])[CH:20]=[CH:19][CH2:18]1)[C:8]1[CH:13]=[CH:12][CH:11]=[CH:10][CH:9]=1. The catalyst class is: 1. (10) Reactant: C([N:8]1[CH2:13][CH:12]2[CH2:14][CH:10]([N:11]2[C:15]([C:17]([F:20])([F:19])[F:18])=[O:16])[CH2:9]1)C1C=CC=CC=1.[C:32]([O:31][C:29](O[C:29]([O:31][C:32]([CH3:35])([CH3:34])[CH3:33])=[O:30])=[O:30])([CH3:35])([CH3:34])[CH3:33].[H][H]. Product: [C:32]([O:31][C:29]([N:8]1[CH2:9][CH:10]2[CH2:14][CH:12]([N:11]2[C:15]([C:17]([F:19])([F:18])[F:20])=[O:16])[CH2:13]1)=[O:30])([CH3:33])([CH3:34])[CH3:35]. The catalyst class is: 63.